Dataset: Full USPTO retrosynthesis dataset with 1.9M reactions from patents (1976-2016). Task: Predict the reactants needed to synthesize the given product. (1) Given the product [C@H:11]1([NH:10][C:7]2[O:8][CH2:9][C:4]3[CH:3]=[C:2]([C:22]#[N:23])[CH:21]=[CH:20][C:5]=3[N:6]=2)[C:19]2[C:14](=[CH:15][CH:16]=[CH:17][CH:18]=2)[CH2:13][CH2:12]1, predict the reactants needed to synthesize it. The reactants are: Br[C:2]1[CH:21]=[CH:20][C:5]2[N:6]=[C:7]([NH:10][C@H:11]3[C:19]4[C:14](=[CH:15][CH:16]=[CH:17][CH:18]=4)[CH2:13][CH2:12]3)[O:8][CH2:9][C:4]=2[CH:3]=1.[C-:22]#[N:23].O. (2) Given the product [Cl:1][C:2]1[C:3](=[O:18])[N:4]([C:10]2[C:11]([F:17])=[CH:12][CH:13]=[CH:14][C:15]=2[F:16])[C:5]([CH3:9])=[CH:6][C:7]=1[O:8][CH2:36][C:25]1[CH:24]=[CH:23][C:22]([F:26])=[CH:21][C:20]=1[F:19], predict the reactants needed to synthesize it. The reactants are: [Cl:1][C:2]1[C:3](=[O:18])[N:4]([C:10]2[C:15]([F:16])=[CH:14][CH:13]=[CH:12][C:11]=2[F:17])[C:5]([CH3:9])=[CH:6][C:7]=1[OH:8].[F:19][C:20]1[CH:25]=[CH:24][CH:23]=[C:22]([F:26])[C:21]=1N1C(C)=CC(O)=CC1=O.[CH2:36]1C(=O)N(Cl)C(=O)C1. (3) Given the product [CH:35]([S:37]([N:22]1[CH2:21][CH2:20][CH:19]([N:18]2[C:12]3[CH:11]=[C:10]([O:9][CH2:8][CH2:7][N:1]4[CH2:2][CH2:3][CH2:4][CH2:5][CH2:6]4)[N:15]=[CH:14][C:13]=3[NH:16]/[C:17]/2=[N:25]\[C:26](=[O:33])[C:27]2[CH:32]=[CH:31][CH:30]=[CH:29][CH:28]=2)[CH2:24][CH2:23]1)(=[O:39])=[O:38])([CH3:36])[CH3:34].[CH2:35]([S:37]([N:22]1[CH2:21][CH2:20][CH:19]([N:18]2[C:12]3[CH:11]=[C:10]([O:9][CH2:8][CH2:7][N:1]4[CH2:2][CH2:3][CH2:4][CH2:5][CH2:6]4)[N:15]=[CH:14][C:13]=3[NH:16]/[C:17]/2=[N:25]\[C:26](=[O:33])[C:27]2[CH:32]=[CH:31][CH:30]=[CH:29][CH:28]=2)[CH2:24][CH2:23]1)(=[O:39])=[O:38])[CH3:34], predict the reactants needed to synthesize it. The reactants are: [N:1]1([CH2:7][CH2:8][O:9][C:10]2[N:15]=[CH:14][C:13]3[NH:16]/[C:17](=[N:25]\[C:26](=[O:33])[C:27]4[CH:32]=[CH:31][CH:30]=[CH:29][CH:28]=4)/[N:18]([CH:19]4[CH2:24][CH2:23][NH:22][CH2:21][CH2:20]4)[C:12]=3[CH:11]=2)[CH2:6][CH2:5][CH2:4][CH2:3][CH2:2]1.[CH3:34][CH:35]([S:37](Cl)(=[O:39])=[O:38])[CH3:36].